This data is from Reaction yield outcomes from USPTO patents with 853,638 reactions. The task is: Predict the reaction yield, written as a fraction of the theoretical maximum amount of product (1.0 means a 100% yield; for example, 0.34 means a 34% yield). (1) The reactants are C(OC(=O)[NH:7][C:8]1([C:12]2[CH:17]=[CH:16][C:15]([C:18]3[C:27]([C:28]4[CH:33]=[CH:32][CH:31]=[CH:30][CH:29]=4)=[CH:26][C:25]4[C:24](=[O:34])[CH2:23][CH2:22][CH2:21][C:20]=4[N:19]=3)=[CH:14][CH:13]=2)[CH2:11][CH2:10][CH2:9]1)(C)(C)C. The catalyst is C(O)(C(F)(F)F)=O. The product is [NH2:7][C:8]1([C:12]2[CH:13]=[CH:14][C:15]([C:18]3[C:27]([C:28]4[CH:33]=[CH:32][CH:31]=[CH:30][CH:29]=4)=[CH:26][C:25]4[C:24](=[O:34])[CH2:23][CH2:22][CH2:21][C:20]=4[N:19]=3)=[CH:16][CH:17]=2)[CH2:11][CH2:10][CH2:9]1. The yield is 0.910. (2) The reactants are C([O:3][C:4](=[O:36])[CH2:5][CH2:6][C:7]1[CH:12]=[CH:11][C:10]([O:13][CH2:14][CH2:15][C@@H:16]([O:18][C:19]2[CH:24]=[CH:23][C:22]([Cl:25])=[CH:21][C:20]=2[O:26][C:27]2[CH:32]=[CH:31][CH:30]=[CH:29][C:28]=2[F:33])[CH3:17])=[CH:9][C:8]=1[CH2:34][CH3:35])C.[OH-].[Na+]. The catalyst is C(O)C. The product is [Cl:25][C:22]1[CH:23]=[CH:24][C:19]([O:18][C@@H:16]([CH3:17])[CH2:15][CH2:14][O:13][C:10]2[CH:11]=[CH:12][C:7]([CH2:6][CH2:5][C:4]([OH:36])=[O:3])=[C:8]([CH2:34][CH3:35])[CH:9]=2)=[C:20]([O:26][C:27]2[CH:32]=[CH:31][CH:30]=[CH:29][C:28]=2[F:33])[CH:21]=1. The yield is 0.850. (3) The reactants are [O:1]1[C:10]2[C:5](=[CH:6][CH:7]=[CH:8][CH:9]=2)[C:4](=O)[CH2:3][CH2:2]1.[NH3:12].C(O)C.[BH4-].[Na+]. The catalyst is CC(C)[O-].[Ti+4].CC(C)[O-].CC(C)[O-].CC(C)[O-]. The product is [O:1]1[C:10]2[C:5](=[CH:6][CH:7]=[CH:8][CH:9]=2)[CH:4]([NH2:12])[CH2:3][CH2:2]1. The yield is 0.870. (4) The reactants are [F:1][C:2]1[CH:10]=[CH:9][CH:8]=[C:7]([F:11])[C:3]=1[C:4]([NH2:6])=O.COC1C=CC(P2(SP(C3C=CC(OC)=CC=3)(=S)S2)=[S:21])=CC=1. The catalyst is C1(C)C=CC=CC=1. The product is [F:1][C:2]1[CH:10]=[CH:9][CH:8]=[C:7]([F:11])[C:3]=1[C:4](=[S:21])[NH2:6]. The yield is 0.990. (5) The reactants are Br[C:2]1[C:15]([CH3:16])=[C:14]([C:17]#[N:18])[C:5]2[N:6]=[C:7]([C:9]([N:11]([CH3:13])[CH3:12])=[O:10])[O:8][C:4]=2[C:3]=1[F:19].C([Sn](CCCC)(CCCC)[C:25]([O:27][CH2:28][CH3:29])=[CH2:26])CCC.C(C1C(O)=C(C(C)(C)C)C=C(C)C=1)(C)(C)C. The catalyst is Cl[Pd](Cl)([P](C1C=CC=CC=1)(C1C=CC=CC=1)C1C=CC=CC=1)[P](C1C=CC=CC=1)(C1C=CC=CC=1)C1C=CC=CC=1.C1(C)C=CC=CC=1. The product is [C:17]([C:14]1[C:5]2[N:6]=[C:7]([C:9]([N:11]([CH3:13])[CH3:12])=[O:10])[O:8][C:4]=2[C:3]([F:19])=[C:2]([C:25]([O:27][CH2:28][CH3:29])=[CH2:26])[C:15]=1[CH3:16])#[N:18]. The yield is 0.810. (6) The reactants are C[N:2]([CH3:19])[CH:3]=[CH:4][C:5]([C:7]1[CH:8]=[C:9]([N:13]([CH2:17][CH3:18])[C:14](=[O:16])[CH3:15])[CH:10]=[CH:11][CH:12]=1)=O.N[C:21]1[C:25]([C:26]#[N:27])=C[NH:23][N:22]=1.Cl. The catalyst is O.CO. The product is [CH3:18][CH2:17][N:13]([C:14]([CH3:15])=[O:16])[C:9]1[CH:10]=[CH:11][CH:12]=[C:7]([C:5]2[N:23]3[N:22]=[CH:21][C:25]([C:26]#[N:27])=[C:19]3[N:2]=[CH:3][CH:4]=2)[CH:8]=1. The yield is 0.918. (7) The reactants are C([O:8][C:9](=[O:31])[C@@H:10]([NH:23][C:24]([O:26][C:27]([CH3:30])([CH3:29])[CH3:28])=[O:25])[CH2:11][O:12][C:13]1[C:18]([N+:19]([O-])=O)=[CH:17][CH:16]=[CH:15][C:14]=1[Cl:22])C1C=CC=CC=1. The catalyst is [Ni]. The product is [NH2:19][C:18]1[CH:17]=[CH:16][CH:15]=[C:14]([Cl:22])[C:13]=1[O:12][CH2:11][C@H:10]([NH:23][C:24]([O:26][C:27]([CH3:30])([CH3:28])[CH3:29])=[O:25])[C:9]([OH:31])=[O:8]. The yield is 0.910. (8) The reactants are [CH3:1][O:2][C:3]([C:5]1[NH:6][CH:7]=[CH:8][CH:9]=1)=[O:4].ClS([N:14]=[C:15]=O)(=O)=O.CN(C)C=O. The catalyst is C(#N)C. The product is [CH3:1][O:2][C:3]([C:5]1[NH:6][CH:7]=[C:8]([C:15]#[N:14])[CH:9]=1)=[O:4]. The yield is 0.454. (9) The reactants are [C:1]([C:3]1[C:4]([C:10]2[CH:11]=[C:12]([NH:16][C:17]([NH:19][C:20]3[CH:25]=[CH:24][C:23]([C:26]([F:29])([F:28])[F:27])=[CH:22][CH:21]=3)=[O:18])[CH:13]=[CH:14][CH:15]=2)=[N:5][CH:6]=[N:7][C:8]=1O)#[N:2].O=P(Cl)(Cl)[Cl:32]. The catalyst is O1CCOCC1. The product is [Cl:32][C:8]1[N:7]=[CH:6][N:5]=[C:4]([C:10]2[CH:11]=[C:12]([NH:16][C:17]([NH:19][C:20]3[CH:25]=[CH:24][C:23]([C:26]([F:29])([F:28])[F:27])=[CH:22][CH:21]=3)=[O:18])[CH:13]=[CH:14][CH:15]=2)[C:3]=1[C:1]#[N:2]. The yield is 0.500. (10) The reactants are [Cl:1][C:2]1[CH:11]=[CH:10][C:5]([C:6]([O:8][CH3:9])=[O:7])=[C:4](I)[CH:3]=1.[NH2:13][C:14]1[CH:15]=[C:16]([CH:21]=[CH:22][C:23]=1[NH2:24])[C:17]([O:19][CH3:20])=[O:18].C([O-])([O-])=O.[K+].[K+]. The catalyst is ClC1C=CC=CC=1.C(OCC)(=O)C.[Cu]. The product is [CH3:9][O:8][C:6](=[O:7])[C:5]1[CH:10]=[CH:11][C:2]([Cl:1])=[CH:3][C:4]=1[NH:24][C:23]1[CH:22]=[CH:21][C:16]([C:17]([O:19][CH3:20])=[O:18])=[CH:15][C:14]=1[NH2:13]. The yield is 0.680.